The task is: Predict the reactants needed to synthesize the given product.. This data is from Full USPTO retrosynthesis dataset with 1.9M reactions from patents (1976-2016). (1) Given the product [CH:23]1[C:24]2[C:29](=[CH:28][CH:27]=[CH:26][CH:25]=2)[CH:30]=[C:21]([CH:19]=[O:20])[N:22]=1, predict the reactants needed to synthesize it. The reactants are: O1CCCC1.[H-].C([Al+]CC(C)C)C(C)C.CON(C)[C:19]([C:21]1[N:22]=[CH:23][C:24]2[C:29]([CH:30]=1)=[CH:28][CH:27]=[CH:26][CH:25]=2)=[O:20]. (2) Given the product [C:20]([O:19][C:17](=[O:18])[NH:16][C@H:12]([C:13](=[O:15])[NH:39][C:34]1([C:33]#[N:38])[CH2:36][CH2:35]1)[CH2:11][C:8]1[CH:7]=[CH:6][C:5]([O:4][CH2:1][CH:2]=[CH2:3])=[CH:10][CH:9]=1)([CH3:23])([CH3:22])[CH3:21], predict the reactants needed to synthesize it. The reactants are: [CH2:1]([O:4][C:5]1[CH:10]=[CH:9][C:8]([CH2:11][C@H:12]([NH:16][C:17]([O:19][C:20]([CH3:23])([CH3:22])[CH3:21])=[O:18])[C:13]([OH:15])=O)=[CH:7][CH:6]=1)[CH:2]=[CH2:3].CN(C(ON1N=[N:39][C:34]2[CH:35]=[CH:36]C=[N:38][C:33]1=2)=[N+](C)C)C.F[P-](F)(F)(F)(F)F.CCN(C(C)C)C(C)C.Cl.NC1(C#N)CC1.Cl.C(OC(C)(C)C)=O.